The task is: Predict which catalyst facilitates the given reaction.. This data is from Catalyst prediction with 721,799 reactions and 888 catalyst types from USPTO. (1) Reactant: [Br:1][C:2]1[C:3]([NH:14][C:15]2[CH:19]=[C:18]([CH:20]3[CH2:22][CH2:21]3)[NH:17][N:16]=2)=[N:4][C:5]([C:8]2[CH:13]=[CH:12][CH:11]=[CH:10][CH:9]=2)=[N:6][CH:7]=1.[CH3:23][C:24](OC(C)=O)=[O:25]. Product: [Br:1][C:2]1[C:3]([NH:14][C:15]2[CH:19]=[C:18]([CH:20]3[CH2:22][CH2:21]3)[N:17]([C:24](=[O:25])[CH3:23])[N:16]=2)=[N:4][C:5]([C:8]2[CH:9]=[CH:10][CH:11]=[CH:12][CH:13]=2)=[N:6][CH:7]=1. The catalyst class is: 20. (2) The catalyst class is: 2. Reactant: [Cl:1][C:2]1[CH:3]=[C:4]([C@@H:12]([CH2:25][CH:26]2[CH2:30][CH2:29][CH2:28][CH2:27]2)[C:13]([NH:15][C:16]2[CH:20]=[CH:19][N:18]([CH2:21][C:22](O)=[O:23])[N:17]=2)=[O:14])[CH:5]=[CH:6][C:7]=1[S:8]([CH3:11])(=[O:10])=[O:9].C(Cl)(=O)C(Cl)=O.[N:37]1[C:42](C)=CC=C[C:38]=1C.Cl.CNC. Product: [Cl:1][C:2]1[CH:3]=[C:4]([C@@H:12]([CH2:25][CH:26]2[CH2:27][CH2:28][CH2:29][CH2:30]2)[C:13]([NH:15][C:16]2[CH:20]=[CH:19][N:18]([CH2:21][C:22](=[O:23])[N:37]([CH3:42])[CH3:38])[N:17]=2)=[O:14])[CH:5]=[CH:6][C:7]=1[S:8]([CH3:11])(=[O:9])=[O:10]. (3) Reactant: [CH3:1][C:2]1[C:6]([CH:7]=O)=[CH:5][N:4]([C:9]2[CH:14]=[CH:13][C:12]([C:15]([F:18])([F:17])[F:16])=[CH:11][N:10]=2)[N:3]=1.C(OP([CH2:27][C:28]([O:30][CH2:31][CH3:32])=[O:29])(OCC)=O)C.CN(C)C=O.[H-].[Na+]. Product: [CH3:1][C:2]1[C:6](/[CH:7]=[CH:27]/[C:28]([O:30][CH2:31][CH3:32])=[O:29])=[CH:5][N:4]([C:9]2[CH:14]=[CH:13][C:12]([C:15]([F:18])([F:17])[F:16])=[CH:11][N:10]=2)[N:3]=1. The catalyst class is: 6.